From a dataset of Forward reaction prediction with 1.9M reactions from USPTO patents (1976-2016). Predict the product of the given reaction. (1) Given the reactants Br[C:2]1[CH:3]=[CH:4][C:5]2[O:11][CH2:10][CH2:9][N:8]3[C:12]([C:18]([NH:20][CH:21]4[CH2:26][CH2:25][O:24][CH2:23][CH2:22]4)=[O:19])=[C:13]([C:15]([NH2:17])=[O:16])[N:14]=[C:7]3[C:6]=2[CH:27]=1.[C:28]([C@:30]1([OH:38])[CH2:35][CH2:34][CH2:33][N:32]([CH3:36])[C:31]1=[O:37])#[CH:29], predict the reaction product. The product is: [OH:38][C@@:30]1([C:28]#[C:29][C:2]2[CH:3]=[CH:4][C:5]3[O:11][CH2:10][CH2:9][N:8]4[C:12]([C:18]([NH:20][CH:21]5[CH2:22][CH2:23][O:24][CH2:25][CH2:26]5)=[O:19])=[C:13]([C:15]([NH2:17])=[O:16])[N:14]=[C:7]4[C:6]=3[CH:27]=2)[CH2:35][CH2:34][CH2:33][N:32]([CH3:36])[C:31]1=[O:37]. (2) Given the reactants C(OC(=O)[NH:7][CH:8]1[CH2:13][CH2:12][N:11]([CH2:14][CH2:15][N:16]2[CH2:21][CH2:20][C@H:19]([OH:22])[C@@H:18]([CH3:23])[CH2:17]2)[CH2:10][CH2:9]1)(C)(C)C.[ClH:25].O1CCOCC1.Cl.Cl.Cl.CC1CCN(CCN2CCC(N)CC2)CC1, predict the reaction product. The product is: [ClH:25].[ClH:25].[ClH:25].[NH2:7][CH:8]1[CH2:13][CH2:12][N:11]([CH2:14][CH2:15][N:16]2[CH2:21][CH2:20][C@H:19]([OH:22])[C@@H:18]([CH3:23])[CH2:17]2)[CH2:10][CH2:9]1. (3) Given the reactants CO.Cl.Cl.[Cl:5][C:6]1[CH:7]=[C:8]([CH:25]=[CH:26][C:27]=1[Cl:28])[CH2:9][NH:10][C:11]([NH:13][C:14]([NH:16][CH2:17][CH2:18][CH2:19][CH2:20][CH2:21][CH2:22][CH2:23][CH3:24])=[NH:15])=[NH:12].[CH3:29][C:30]([CH3:32])=O, predict the reaction product. The product is: [ClH:5].[CH2:17]([NH:16][C:14]1[NH:13][C:11]([NH:10][CH2:9][C:8]2[CH:25]=[CH:26][C:27]([Cl:28])=[C:6]([Cl:5])[CH:7]=2)=[N:12][C:30]([CH3:32])([CH3:29])[N:15]=1)[CH2:18][CH2:19][CH2:20][CH2:21][CH2:22][CH2:23][CH3:24].